The task is: Regression. Given a peptide amino acid sequence and an MHC pseudo amino acid sequence, predict their binding affinity value. This is MHC class II binding data.. This data is from Peptide-MHC class II binding affinity with 134,281 pairs from IEDB. (1) The peptide sequence is SELPDFLAKKGGEAM. The MHC is DRB1_0901 with pseudo-sequence DRB1_0901. The binding affinity (normalized) is 0.396. (2) The peptide sequence is YLGLEVLTRARAALT. The MHC is DRB1_0901 with pseudo-sequence DRB1_0901. The binding affinity (normalized) is 0.451.